Dataset: Catalyst prediction with 721,799 reactions and 888 catalyst types from USPTO. Task: Predict which catalyst facilitates the given reaction. (1) Reactant: [I-].[CH3:2][S+](C)(C)=O.[H-].[Na+].[O:9]=[C:10]1[CH2:15][CH2:14][N:13]([C:16]([O:18][C:19]([CH3:22])([CH3:21])[CH3:20])=[O:17])[CH2:12][CH2:11]1.O. Product: [O:9]1[C:10]2([CH2:11][CH2:12][N:13]([C:16]([O:18][C:19]([CH3:22])([CH3:21])[CH3:20])=[O:17])[CH2:14][CH2:15]2)[CH2:2]1. The catalyst class is: 16. (2) Reactant: C[O:2][C:3]1[CH:8]=[CH:7][C:6]([C:9]2[C:10]([CH3:16])([CH3:15])[C:11](=[O:14])[NH:12][N:13]=2)=[CH:5][CH:4]=1.[Cl-].[Al+3].[Cl-].[Cl-].O. Product: [OH:2][C:3]1[CH:4]=[CH:5][C:6]([C:9]2[C:10]([CH3:16])([CH3:15])[C:11](=[O:14])[NH:12][N:13]=2)=[CH:7][CH:8]=1. The catalyst class is: 4. (3) Reactant: C([O:8][C:9]1[C:10]([O:19][CH3:20])=[CH:11][C:12]2[S:16][C:15]([CH3:17])=[N:14][C:13]=2[CH:18]=1)C1C=CC=CC=1.CN(C)C1C=CC=CC=1.[Al+3].[Cl-].[Cl-].[Cl-]. Product: [CH3:20][O:19][C:10]1[C:9]([OH:8])=[CH:18][C:13]2[N:14]=[C:15]([CH3:17])[S:16][C:12]=2[CH:11]=1. The catalyst class is: 4. (4) Reactant: O=[CH:2][C:3]1[CH:11]=[CH:10][C:8]([OH:9])=[C:5]([O:6][CH3:7])[CH:4]=1.Cl.[NH2:13][CH2:14][CH2:15][SH:16]. Product: [OH:9][C:8]1[CH:10]=[CH:11][C:3]([CH:2]2[NH:13][CH2:14][CH2:15][S:16]2)=[CH:4][C:5]=1[O:6][CH3:7]. The catalyst class is: 40. (5) Reactant: [BH4-].[Li+].C[Si](C)(C)Cl.[CH3:8][C:9]1[C:10]([CH2:20][C:21]#[N:22])=[N:11][N:12]([C:14]2[CH:19]=[CH:18][CH:17]=[CH:16][CH:15]=2)[CH:13]=1.CO. Product: [CH3:8][C:9]1[C:10]([CH2:20][CH2:21][NH2:22])=[N:11][N:12]([C:14]2[CH:19]=[CH:18][CH:17]=[CH:16][CH:15]=2)[CH:13]=1. The catalyst class is: 1. (6) Reactant: Cl.[CH3:2][O:3][C:4](=[O:10])[CH2:5][CH2:6][CH2:7][NH:8][CH3:9].[C:11]1([C:32]2[CH:37]=[CH:36][CH:35]=[CH:34][CH:33]=2)[CH:16]=[CH:15][CH:14]=[CH:13][C:12]=1[NH:17][C:18]([O:20][CH:21]1[CH2:26][CH2:25][N:24]([CH2:27][CH2:28][C:29](O)=[O:30])[CH2:23][CH2:22]1)=[O:19].C(N(CC)C(C)C)(C)C.O. Product: [CH3:2][O:3][C:4](=[O:10])[CH2:5][CH2:6][CH2:7][NH:8][CH2:9][C:29](=[O:30])[CH2:28][CH2:27][N:24]1[CH2:25][CH2:26][CH:21]([O:20][C:18](=[O:19])[NH:17][C:12]2[CH:13]=[CH:14][CH:15]=[CH:16][C:11]=2[C:32]2[CH:33]=[CH:34][CH:35]=[CH:36][CH:37]=2)[CH2:22][CH2:23]1. The catalyst class is: 2.